This data is from Catalyst prediction with 721,799 reactions and 888 catalyst types from USPTO. The task is: Predict which catalyst facilitates the given reaction. (1) Reactant: C(=O)([O-])[O-].[K+].[K+].[CH2:7]([N:9]1[CH2:14][CH2:13][NH:12][CH2:11][CH2:10]1)[CH3:8].[CH2:15]([O:22][C:23]1[CH:50]=[CH:49][C:48]([O:51][CH2:52][CH2:53]Br)=[CH:47][C:24]=1[C:25]([NH:27][C:28]1[CH:40]=[C:39]([C:41]2[CH:46]=[CH:45][CH:44]=[CH:43][CH:42]=2)[CH:38]=[CH:37][C:29]=1[C:30]([O:32][C:33]([CH3:36])([CH3:35])[CH3:34])=[O:31])=[O:26])[C:16]1[CH:21]=[CH:20][CH:19]=[CH:18][CH:17]=1. Product: [CH2:15]([O:22][C:23]1[CH:50]=[CH:49][C:48]([O:51][CH2:52][CH2:53][N:12]2[CH2:13][CH2:14][N:9]([CH2:7][CH3:8])[CH2:10][CH2:11]2)=[CH:47][C:24]=1[C:25]([NH:27][C:28]1[CH:40]=[C:39]([C:41]2[CH:46]=[CH:45][CH:44]=[CH:43][CH:42]=2)[CH:38]=[CH:37][C:29]=1[C:30]([O:32][C:33]([CH3:36])([CH3:35])[CH3:34])=[O:31])=[O:26])[C:16]1[CH:21]=[CH:20][CH:19]=[CH:18][CH:17]=1. The catalyst class is: 21. (2) Reactant: [Br:1][C:2]1[CH:9]=[CH:8][C:5]([C:6]#[N:7])=[C:4]([F:10])[C:3]=1[CH3:11].C(O)(C(F)(F)F)=[O:13].S(=O)(=O)(O)O. Product: [Br:1][C:2]1[CH:9]=[CH:8][C:5]([C:6]([NH2:7])=[O:13])=[C:4]([F:10])[C:3]=1[CH3:11]. The catalyst class is: 6. (3) Reactant: [OH:1][C:2]1([C:5]([N:7]2[CH2:12][CH2:11][N:10]([C:13]([C:15]3[CH:20]=[CH:19][C:18]([C:21]4[CH:26]=[CH:25][CH:24]=[C:23]([C:27]5[CH:31]=[C:30]([NH:32]C(=O)OC(C)(C)C)[NH:29][N:28]=5)[CH:22]=4)=[CH:17][CH:16]=3)=[O:14])[CH2:9][CH2:8]2)=[O:6])[CH2:4][CH2:3]1.Cl. Product: [NH2:32][C:30]1[NH:29][N:28]=[C:27]([C:23]2[CH:22]=[C:21]([C:18]3[CH:17]=[CH:16][C:15]([C:13]([N:10]4[CH2:11][CH2:12][N:7]([C:5]([C:2]5([OH:1])[CH2:3][CH2:4]5)=[O:6])[CH2:8][CH2:9]4)=[O:14])=[CH:20][CH:19]=3)[CH:26]=[CH:25][CH:24]=2)[CH:31]=1. The catalyst class is: 4. (4) The catalyst class is: 6. Product: [Li+:46].[Cl:1][C:2]1[CH:3]=[C:4]([C:12]2[O:16][N:15]=[C:14]([C:17]3[CH:26]=[CH:25][CH:24]=[C:23]4[C:18]=3[CH:19]=[CH:20][N:21]=[C:22]4[N:27]3[CH2:32][CH2:31][CH:30]([C:33]([O-:35])=[O:34])[CH2:29][CH2:28]3)[N:13]=2)[CH:5]=[CH:6][C:7]=1[O:8][CH:9]([CH3:11])[CH3:10]. Reactant: [Cl:1][C:2]1[CH:3]=[C:4]([C:12]2[O:16][N:15]=[C:14]([C:17]3[CH:26]=[CH:25][CH:24]=[C:23]4[C:18]=3[CH:19]=[CH:20][N:21]=[C:22]4[N:27]3[CH2:32][CH2:31][CH:30]([C:33]([O:35]CC)=[O:34])[CH2:29][CH2:28]3)[N:13]=2)[CH:5]=[CH:6][C:7]=1[O:8][CH:9]([CH3:11])[CH3:10].O1CCCC1.CO.[OH-].[Li+:46]. (5) Reactant: [CH3:1][O:2][C:3]1[CH:8]=[CH:7][C:6]([S:9]([NH:12][C:13]2[CH:18]=[CH:17][C:16]([N:19]3[CH2:24][CH2:23][C:22](=O)[CH2:21][CH2:20]3)=[CH:15][CH:14]=2)(=[O:11])=[O:10])=[CH:5][CH:4]=1.Cl.[NH2:27][CH2:28][C@@H:29]([C:31]1[CH:36]=[CH:35][CH:34]=[C:33]([Cl:37])[CH:32]=1)[OH:30].C(N(CC)CC)C.[BH3-]C#N.[Na+]. Product: [Cl:37][C:33]1[CH:32]=[C:31]([C@@H:29]([OH:30])[CH2:28][NH:27][CH:22]2[CH2:21][CH2:20][N:19]([C:16]3[CH:17]=[CH:18][C:13]([NH:12][S:9]([C:6]4[CH:7]=[CH:8][C:3]([O:2][CH3:1])=[CH:4][CH:5]=4)(=[O:11])=[O:10])=[CH:14][CH:15]=3)[CH2:24][CH2:23]2)[CH:36]=[CH:35][CH:34]=1. The catalyst class is: 130. (6) Reactant: Br[CH2:2][C:3]1([CH2:7]Br)[CH2:6][O:5][CH2:4]1.[CH2:9]([OH:14])[C:10]([F:13])([F:12])[F:11].[OH-:15].[K+]. Product: [F:11][C:10]([F:13])([F:12])[CH2:9][O:14][CH2:2][C:3]1([CH2:7][O:15][CH2:9][C:10]([F:13])([F:12])[F:11])[CH2:6][O:5][CH2:4]1. The catalyst class is: 568. (7) Reactant: [F:1][C:2]1[CH:7]=[C:6]([N+:8]([O-:10])=[O:9])[CH:5]=[CH:4][C:3]=1[CH:11]1[CH2:16][CH2:15][S:14](=[O:18])(=[O:17])[NH:13][C:12]1=O.[BH4-].[Na+].C1COCC1.FC(F)(F)C(O)=O. Product: [F:1][C:2]1[CH:7]=[C:6]([N+:8]([O-:10])=[O:9])[CH:5]=[CH:4][C:3]=1[CH:11]1[CH2:16][CH2:15][S:14](=[O:18])(=[O:17])[NH:13][CH2:12]1. The catalyst class is: 5. (8) Reactant: [Cl:1][C:2]1[C:3]([NH:19][CH3:20])=[N:4][C:5]([NH:8][C:9]2[N:13]([CH3:14])[N:12]=[C:11]([C:15]([O:17]C)=[O:16])[CH:10]=2)=[N:6][CH:7]=1.[Li+].[OH-].O1CCCC1. Product: [Cl:1][C:2]1[C:3]([NH:19][CH3:20])=[N:4][C:5]([NH:8][C:9]2[N:13]([CH3:14])[N:12]=[C:11]([C:15]([OH:17])=[O:16])[CH:10]=2)=[N:6][CH:7]=1. The catalyst class is: 6.